The task is: Predict the reactants needed to synthesize the given product.. This data is from Full USPTO retrosynthesis dataset with 1.9M reactions from patents (1976-2016). (1) Given the product [CH3:7][O:8][P:9]([CH:13]([C:15]1[CH:20]=[CH:19][CH:18]=[C:17]([C:21]#[N:22])[CH:16]=1)[O:14][CH:6]1[CH2:5][CH2:4][CH2:3][CH2:2][O:1]1)(=[O:12])[O:10][CH3:11], predict the reactants needed to synthesize it. The reactants are: [O:1]1[CH:6]=[CH:5][CH2:4][CH2:3][CH2:2]1.[CH3:7][O:8][P:9]([CH:13]([C:15]1[CH:20]=[CH:19][CH:18]=[C:17]([C:21]#[N:22])[CH:16]=1)[OH:14])(=[O:12])[O:10][CH3:11]. (2) Given the product [C:35]([O:34][C:32](=[O:33])[CH2:31][O:27][CH2:26][CH2:25][CH2:24][CH2:23][N:19]([C:10]1[CH:9]=[N:8][C:7]([C:1]2[CH:2]=[CH:3][CH:4]=[CH:5][CH:6]=2)=[C:12]([C:13]2[CH:14]=[CH:15][CH:16]=[CH:17][CH:18]=2)[N:11]=1)[CH:20]([CH3:21])[CH3:22])([CH3:38])([CH3:37])[CH3:36], predict the reactants needed to synthesize it. The reactants are: [C:1]1([C:7]2[N:8]=[CH:9][C:10]([N:19]([CH2:23][CH2:24][CH2:25][CH2:26][OH:27])[CH:20]([CH3:22])[CH3:21])=[N:11][C:12]=2[C:13]2[CH:18]=[CH:17][CH:16]=[CH:15][CH:14]=2)[CH:6]=[CH:5][CH:4]=[CH:3][CH:2]=1.[OH-].[K+].Br[CH2:31][C:32]([O:34][C:35]([CH3:38])([CH3:37])[CH3:36])=[O:33]. (3) The reactants are: F[C:2]1[C:11]([CH:12]=[O:13])=[CH:10][C:5]2[C:6]([CH3:9])=[N:7][O:8][C:4]=2[C:3]=1[F:14].[CH3:15][C@H:16]1[CH2:21][C@@H:20]([CH3:22])[CH2:19][NH:18][CH2:17]1. Given the product [CH3:15][C@H:16]1[CH2:21][C@@H:20]([CH3:22])[CH2:19][N:18]([C:2]2[C:11]([CH:12]=[O:13])=[CH:10][C:5]3[C:6]([CH3:9])=[N:7][O:8][C:4]=3[C:3]=2[F:14])[CH2:17]1, predict the reactants needed to synthesize it. (4) Given the product [CH:1]1([N:4]2[C:13]3[C:8](=[CH:9][C:10]([F:17])=[C:11]([F:16])[C:12]=3[O:14][CH3:15])[C:7](=[O:18])[N:6]([CH2:25][CH2:26][CH2:27][C@@H:28]3[O:32][C:31](=[O:33])[N:30]([C:34]4[CH:35]=[CH:36][C:37]5[S:42][CH2:41][C:40](=[O:43])[NH:39][C:38]=5[CH:44]=4)[CH2:29]3)[C:5]2=[O:19])[CH2:2][CH2:3]1, predict the reactants needed to synthesize it. The reactants are: [CH:1]1([N:4]2[C:13]3[C:8](=[CH:9][C:10]([F:17])=[C:11]([F:16])[C:12]=3[O:14][CH3:15])[C:7](=[O:18])[NH:6][C:5]2=[O:19])[CH2:3][CH2:2]1.CS(O[CH2:25][CH2:26][CH2:27][C@@H:28]1[O:32][C:31](=[O:33])[N:30]([C:34]2[CH:35]=[CH:36][C:37]3[S:42][CH2:41][C:40](=[O:43])[NH:39][C:38]=3[CH:44]=2)[CH2:29]1)(=O)=O. (5) Given the product [F:12][C:4]1[C:5]([O:10][CH3:11])=[CH:6][C:7]([O:8][CH3:9])=[C:2]([F:1])[C:3]=1[N:13]1[CH2:18][C:17]2[CH:19]=[N:20][C:21]3[NH:25][C:24]([CH2:35][N:36]4[CH:40]=[CH:39][N:38]=[CH:37]4)=[CH:23][C:22]=3[C:16]=2[N:15]([CH3:41])[C:14]1=[O:42], predict the reactants needed to synthesize it. The reactants are: [F:1][C:2]1[C:7]([O:8][CH3:9])=[CH:6][C:5]([O:10][CH3:11])=[C:4]([F:12])[C:3]=1[N:13]1[CH2:18][C:17]2[CH:19]=[N:20][C:21]3[N:25](S(C4C=CC=CC=4)(=O)=O)[C:24]([CH2:35][N:36]4[CH:40]=[CH:39][N:38]=[CH:37]4)=[CH:23][C:22]=3[C:16]=2[N:15]([CH3:41])[C:14]1=[O:42].[F-].